Task: Predict the product of the given reaction.. Dataset: Forward reaction prediction with 1.9M reactions from USPTO patents (1976-2016) (1) Given the reactants [CH3:1][O:2][CH2:3][CH2:4][NH:5][C:6]1[CH:15]=[CH:14][C:9]([C:10]([O:12][CH3:13])=[O:11])=[C:8]([CH3:16])[C:7]=1[N+:17]([O-])=O, predict the reaction product. The product is: [NH2:17][C:7]1[C:8]([CH3:16])=[C:9]([CH:14]=[CH:15][C:6]=1[NH:5][CH2:4][CH2:3][O:2][CH3:1])[C:10]([O:12][CH3:13])=[O:11]. (2) Given the reactants [Cl:1][C:2]1[C:3]([O:14][CH3:15])=[C:4]([NH:10]C(=O)C)[C:5]([CH3:9])=[C:6]([CH3:8])[CH:7]=1.Cl.[N:17]([O-])=O.[Na+], predict the reaction product. The product is: [Cl:1][C:2]1[C:3]([O:14][CH3:15])=[C:4]2[C:5]([CH:9]=[N:17][NH:10]2)=[C:6]([CH3:8])[CH:7]=1. (3) Given the reactants [F:1][C@H:2]1[CH2:6][CH2:5][N:4](C(OC(C)(C)C)=O)[C@@H:3]1[C:14](=[O:34])[NH:15][CH2:16][C:17]1[CH:22]=[C:21]([C:23]2[CH:28]=[CH:27][C:26]([C:29]([F:32])([F:31])[F:30])=[C:25]([F:33])[CH:24]=2)[N:20]=[CH:19][N:18]=1.[ClH:35], predict the reaction product. The product is: [ClH:35].[F:1][C@H:2]1[CH2:6][CH2:5][NH:4][C@@H:3]1[C:14]([NH:15][CH2:16][C:17]1[CH:22]=[C:21]([C:23]2[CH:28]=[CH:27][C:26]([C:29]([F:31])([F:32])[F:30])=[C:25]([F:33])[CH:24]=2)[N:20]=[CH:19][N:18]=1)=[O:34]. (4) Given the reactants [N+:1]([CH2:4][CH2:5][C:6]([OH:8])=[O:7])([O-:3])=[O:2].S(=O)(=O)(O)O.[CH2:14](O)[CH3:15], predict the reaction product. The product is: [CH2:14]([CH:5]([CH2:4][N+:1]([O-:3])=[O:2])[C:6]([OH:8])=[O:7])[CH3:15]. (5) Given the reactants [CH2:1]([CH:8]1[CH2:13][CH2:12][N:11]([C:14](=[O:18])[C:15]([OH:17])=O)[CH2:10][CH2:9]1)[C:2]1[CH:7]=[CH:6][CH:5]=[CH:4][CH:3]=1.[N+:19]([C:22]1[CH:28]=[CH:27][C:25]([NH2:26])=[CH:24][CH:23]=1)([O-:21])=[O:20], predict the reaction product. The product is: [CH2:1]([CH:8]1[CH2:9][CH2:10][N:11]([C:14](=[O:18])[C:15]([NH:26][C:25]2[CH:27]=[CH:28][C:22]([N+:19]([O-:21])=[O:20])=[CH:23][CH:24]=2)=[O:17])[CH2:12][CH2:13]1)[C:2]1[CH:3]=[CH:4][CH:5]=[CH:6][CH:7]=1. (6) Given the reactants [CH3:1][N:2]([CH3:33])[C@@H:3]1[CH2:7][CH2:6][N:5]([C:8]2[N:13]3[C:14]([CH:31]=O)=[C:15]([CH2:17][N:18]([CH2:29][CH3:30])[C@@H:19]4[C:28]5[N:27]=[CH:26][CH:25]=[CH:24][C:23]=5[CH2:22][CH2:21][CH2:20]4)[N:16]=[C:12]3[CH:11]=[CH:10][CH:9]=2)[CH2:4]1.Cl.[NH2:35]O, predict the reaction product. The product is: [CH3:1][N:2]([CH3:33])[C@@H:3]1[CH2:7][CH2:6][N:5]([C:8]2[N:13]3[C:14]([C:31]#[N:35])=[C:15]([CH2:17][N:18]([CH2:29][CH3:30])[C@@H:19]4[C:28]5[N:27]=[CH:26][CH:25]=[CH:24][C:23]=5[CH2:22][CH2:21][CH2:20]4)[N:16]=[C:12]3[CH:11]=[CH:10][CH:9]=2)[CH2:4]1. (7) Given the reactants C(OC([N:8]1[CH2:13][CH2:12][N:11]([C:14]([C:16]2[C:24]3[C:19](=[C:20]([Cl:25])[N:21]=[CH:22][CH:23]=3)[N:18]([C:26]3[CH:31]=[CH:30][CH:29]=[CH:28][CH:27]=3)[C:17]=2[O:32][C:33]2[CH:38]=[C:37]([F:39])[CH:36]=[CH:35][C:34]=2[CH3:40])=[O:15])[CH2:10][CH2:9]1)=O)(C)(C)C.Cl.Cl.Cl.ClC1N=CC=C2C(C(N3CCNCC3)=O)=C(OC3C=C(F)C=CC=3C)N(C3C=CC=CC=3)C=12, predict the reaction product. The product is: [Cl:25][C:20]1[N:21]=[CH:22][CH:23]=[C:24]2[C:16]([C:14]([N:11]3[CH2:12][CH2:13][NH:8][CH2:9][CH2:10]3)=[O:15])=[C:17]([O:32][C:33]3[CH:38]=[C:37]([F:39])[CH:36]=[CH:35][C:34]=3[CH3:40])[N:18]([C:26]3[CH:27]=[CH:28][CH:29]=[CH:30][CH:31]=3)[C:19]=12. (8) Given the reactants [CH2:1]([N:8]1[CH2:13][CH2:12][N:11]([CH2:14][C:15]2[CH:20]=[CH:19][CH:18]=[CH:17][CH:16]=2)[CH2:10][CH:9]1[CH2:21]Cl)[C:2]1[CH:7]=[CH:6][CH:5]=[CH:4][CH:3]=1.[CH3:23][NH:24][CH3:25], predict the reaction product. The product is: [CH2:1]([N:8]1[CH2:13][CH2:12][N:11]([CH2:14][C:15]2[CH:20]=[CH:19][CH:18]=[CH:17][CH:16]=2)[CH2:10][CH:9]1[CH2:21][N:24]([CH3:25])[CH3:23])[C:2]1[CH:7]=[CH:6][CH:5]=[CH:4][CH:3]=1. (9) Given the reactants Br[C:2]1[CH:11]=[C:10]2[C:5]([C:6]([C:12]3[CH:17]=[CH:16][C:15]([C:18]([F:21])([F:20])[F:19])=[CH:14][C:13]=3[CH:22]3[CH2:24][CH2:23]3)=[N:7][CH:8]=[N:9]2)=[CH:4][CH:3]=1.CC1(C)C2C(=C(P(C3C=CC=CC=3)C3C=CC=CC=3)C=CC=2)OC2C(P(C3C=CC=CC=3)C3C=CC=CC=3)=CC=CC1=2.CCN(C(C)C)C(C)C.[CH2:76]([SH:83])[C:77]1[CH:82]=[CH:81][CH:80]=[CH:79][CH:78]=1, predict the reaction product. The product is: [CH2:76]([S:83][C:2]1[CH:11]=[C:10]2[C:5]([C:6]([C:12]3[CH:17]=[CH:16][C:15]([C:18]([F:21])([F:20])[F:19])=[CH:14][C:13]=3[CH:22]3[CH2:24][CH2:23]3)=[N:7][CH:8]=[N:9]2)=[CH:4][CH:3]=1)[C:77]1[CH:82]=[CH:81][CH:80]=[CH:79][CH:78]=1.